Task: Predict the reactants needed to synthesize the given product.. Dataset: Full USPTO retrosynthesis dataset with 1.9M reactions from patents (1976-2016) (1) Given the product [OH:1][C@H:2]([C:17]1[C:18]([CH3:27])=[C:19]2[C:23](=[CH:24][CH:25]=1)[C:22](=[O:26])[O:21][CH2:20]2)[CH2:3][N:4]1[CH2:9][CH2:8][CH:7]([C:10]([OH:12])=[O:11])[CH2:6][CH2:5]1, predict the reactants needed to synthesize it. The reactants are: [OH:1][C@H:2]([C:17]1[C:18]([CH3:27])=[C:19]2[C:23](=[CH:24][CH:25]=1)[C:22](=[O:26])[O:21][CH2:20]2)[CH2:3][N:4]1[CH2:9][CH2:8][CH:7]([C:10]([O:12]C(C)(C)C)=[O:11])[CH2:6][CH2:5]1.C(O)(C(F)(F)F)=O. (2) Given the product [NH2:7][C:8]1[CH:13]=[CH:12][C:11]([O:14][CH3:15])=[CH:10][C:9]=1[CH2:16][CH:17]([OH:22])[C:18]([CH3:20])([CH3:19])[CH3:21], predict the reactants needed to synthesize it. The reactants are: C(OC(=O)[NH:7][C:8]1[CH:13]=[CH:12][C:11]([O:14][CH3:15])=[CH:10][C:9]=1[CH2:16][CH:17]([OH:22])[C:18]([CH3:21])([CH3:20])[CH3:19])(C)(C)C.FC(F)(F)C(O)=O.C(=O)([O-])O.[Na+]. (3) Given the product [C:14]([O:13][C:11]([NH:10][CH2:9][CH2:8][C:5]1[CH:6]=[CH:7][C:2]([NH2:1])=[CH:3][CH:4]=1)=[O:12])([CH3:17])([CH3:16])[CH3:15], predict the reactants needed to synthesize it. The reactants are: [NH2:1][C:2]1[CH:7]=[CH:6][C:5]([CH2:8][CH2:9][NH2:10])=[CH:4][CH:3]=1.[C:11](O[C:11]([O:13][C:14]([CH3:17])([CH3:16])[CH3:15])=[O:12])([O:13][C:14]([CH3:17])([CH3:16])[CH3:15])=[O:12]. (4) Given the product [Br:1][CH2:43][C:40]1[CH:41]=[CH:42][C:37]([CH2:36][CH2:35][O:34][C:33]2[C:32]([Cl:31])=[CH:48][C:47]([CH3:49])=[CH:46][C:45]=2[Cl:50])=[CH:38][CH:39]=1, predict the reactants needed to synthesize it. The reactants are: [Br-:1].[Br-].C1(P(C2C=CC=CC=2)C2C=CC=CC=2)C=CC=CC=1.CCN(C(C)C)C(C)C.[Cl:31][C:32]1[CH:48]=[C:47]([CH3:49])[CH:46]=[C:45]([Cl:50])[C:33]=1[O:34][CH2:35][CH2:36][C:37]1[CH:42]=[CH:41][C:40]([CH2:43]O)=[CH:39][CH:38]=1. (5) Given the product [CH:1]([O:4][C:5]1[CH:10]=[CH:9][C:8]([CH2:11][CH2:12][C:13]([OH:15])=[O:14])=[CH:7][C:6]=1[O:18][CH3:19])([CH3:2])[CH3:3], predict the reactants needed to synthesize it. The reactants are: [CH:1]([O:4][C:5]1[CH:10]=[CH:9][C:8]([CH2:11][CH2:12][C:13]([O:15]CC)=[O:14])=[CH:7][C:6]=1[O:18][CH3:19])([CH3:3])[CH3:2].[OH-].[Na+]. (6) Given the product [NH2:39][C:38](=[NH:40])[N:33]([CH3:41])[CH2:37][CH2:36][C:52]([NH:51][CH2:50][CH2:9][CH2:10][CH2:11][P+:12]([C:25]1[CH:30]=[CH:29][CH:28]=[CH:27][CH:26]=1)([C:13]1[CH:14]=[CH:15][CH:16]=[CH:17][CH:18]=1)[C:19]1[CH:24]=[CH:23][CH:22]=[CH:21][CH:20]=1)=[O:53].[Br-:31], predict the reactants needed to synthesize it. The reactants are: CNCCC(NC[CH2:9][CH2:10][CH2:11][P+:12]([C:25]1[CH:30]=[CH:29][CH:28]=[CH:27][CH:26]=1)([C:19]1[CH:24]=[CH:23][CH:22]=[CH:21][CH:20]=1)[C:13]1[CH:18]=[CH:17][CH:16]=[CH:15][CH:14]=1)=O.[Br-:31].Cl.[N:33]1([C:38](=[NH:40])[NH2:39])[CH:37]=[CH:36]C=N1.[CH:41](N(CC)C(C)C)(C)C.[CH3:50][N:51](C)[CH:52]=[O:53]. (7) Given the product [CH3:1][C:2]1([CH3:14])[C:6]([CH3:7])([CH3:8])[O:5][B:4]([C:9]2[CH:13]=[N:12][N:11]([CH2:18][CH2:19][OH:15])[CH:10]=2)[O:3]1, predict the reactants needed to synthesize it. The reactants are: [CH3:1][C:2]1([CH3:14])[C:6]([CH3:8])([CH3:7])[O:5][B:4]([C:9]2[CH:10]=[N:11][NH:12][CH:13]=2)[O:3]1.[O:15]1[CH2:19][CH2:18]OC1=O.[OH-].[Na+].C.